Dataset: Full USPTO retrosynthesis dataset with 1.9M reactions from patents (1976-2016). Task: Predict the reactants needed to synthesize the given product. (1) Given the product [CH:25]([C:26]1[N:36]([CH2:34][CH3:35])[C:8]([C:5]2[CH:6]=[CH:7][C:2]([Cl:1])=[CH:3][CH:4]=2)=[C:9]([C:12]2[CH:17]=[CH:16][N:15]=[CH:14][CH:13]=2)[N:10]=1)([C:28]1[CH:33]=[CH:32][CH:31]=[CH:30][CH:29]=1)[C:19]1[CH:24]=[CH:23][CH:22]=[CH:21][CH:20]=1, predict the reactants needed to synthesize it. The reactants are: [Cl:1][C:2]1[CH:7]=[CH:6][C:5]([C:8](=O)[C:9]([C:12]2[CH:17]=[CH:16][N:15]=[CH:14][CH:13]=2)=[N:10]O)=[CH:4][CH:3]=1.[C:19]1([CH:25]([C:28]2[CH:33]=[CH:32][CH:31]=[CH:30][CH:29]=2)[CH:26]=O)[CH:24]=[CH:23][CH:22]=[CH:21][CH:20]=1.[CH2:34]([NH2:36])[CH3:35].O1CCCC1.N. (2) Given the product [N:15]1[CH:16]=[CH:17][CH:18]=[N:19][C:14]=1[C:7]1[CH:8]=[CH:9][C:4]([C:1]([OH:3])=[O:2])=[CH:5][CH:6]=1, predict the reactants needed to synthesize it. The reactants are: [C:1]([C:4]1[CH:9]=[CH:8][C:7](B(O)O)=[CH:6][CH:5]=1)([OH:3])=[O:2].Br[C:14]1[N:19]=[CH:18][CH:17]=[CH:16][N:15]=1.C(=O)([O-])[O-].[Na+].[Na+]. (3) Given the product [C:1]12([CH2:11][O:12][C:13]3[CH:25]=[CH:24][C:16]([C:17]([NH:19][S:20]([CH2:23][CH:33]([OH:35])[CH3:34])(=[O:22])=[O:21])=[O:18])=[C:15]([F:27])[CH:14]=3)[CH2:10][CH:5]3[CH2:6][CH:7]([CH2:9][CH:3]([CH2:4]3)[CH2:2]1)[CH2:8]2, predict the reactants needed to synthesize it. The reactants are: [C:1]12([CH2:11][O:12][C:13]3[C:25](Br)=[CH:24][C:16]([C:17]([NH:19][S:20]([CH3:23])(=[O:22])=[O:21])=[O:18])=[C:15]([F:27])[CH:14]=3)[CH2:10][CH:5]3[CH2:6][CH:7]([CH2:9][CH:3]([CH2:4]3)[CH2:2]1)[CH2:8]2.C([Li])(C)(C)C.[CH:33](=[O:35])[CH3:34]. (4) Given the product [C:1]([O:5][C:6](=[O:26])[NH:7][C:8]1[CH:13]=[CH:12][C:11]([CH3:14])=[C:10]([O:15][C:16]2[CH:17]=[CH:18][C:19]3[N:20]([N:22]=[C:23]([NH:25][C:30]([CH:27]4[CH2:29][CH2:28]4)=[O:31])[N:24]=3)[CH:21]=2)[CH:9]=1)([CH3:4])([CH3:2])[CH3:3], predict the reactants needed to synthesize it. The reactants are: [C:1]([O:5][C:6](=[O:26])[NH:7][C:8]1[CH:13]=[CH:12][C:11]([CH3:14])=[C:10]([O:15][C:16]2[CH:17]=[CH:18][C:19]3[N:20]([N:22]=[C:23]([NH2:25])[N:24]=3)[CH:21]=2)[CH:9]=1)([CH3:4])([CH3:3])[CH3:2].[CH:27]1([C:30](Cl)=[O:31])[CH2:29][CH2:28]1. (5) The reactants are: [CH3:1][C:2]1[CH:10]=[C:9]2[C:5]([CH:6]=[N:7][NH:8]2)=[CH:4][C:3]=1[N+:11]([O-:13])=[O:12].ClC1[C:16](=[O:27])[C:17](C#N)=[C:18](C#N)[C:19](=O)[C:20]=1Cl.O1C=CCCC1. Given the product [CH3:1][C:2]1[CH:10]=[C:9]2[C:5]([CH:6]=[N:7][N:8]2[CH:16]2[CH2:17][CH2:18][CH2:19][CH2:20][O:27]2)=[CH:4][C:3]=1[N+:11]([O-:13])=[O:12], predict the reactants needed to synthesize it.